Dataset: NCI-60 drug combinations with 297,098 pairs across 59 cell lines. Task: Regression. Given two drug SMILES strings and cell line genomic features, predict the synergy score measuring deviation from expected non-interaction effect. (1) Drug 1: C1CCC(CC1)NC(=O)N(CCCl)N=O. Drug 2: C1=CN(C(=O)N=C1N)C2C(C(C(O2)CO)O)O.Cl. Cell line: U251. Synergy scores: CSS=22.9, Synergy_ZIP=-11.8, Synergy_Bliss=-3.02, Synergy_Loewe=-6.23, Synergy_HSA=-0.0498. (2) Drug 1: CCN(CC)CCCC(C)NC1=C2C=C(C=CC2=NC3=C1C=CC(=C3)Cl)OC. Drug 2: COCCOC1=C(C=C2C(=C1)C(=NC=N2)NC3=CC=CC(=C3)C#C)OCCOC.Cl. Cell line: NCIH23. Synergy scores: CSS=18.7, Synergy_ZIP=-6.87, Synergy_Bliss=-2.94, Synergy_Loewe=-16.4, Synergy_HSA=-3.09. (3) Drug 1: C1CCC(C1)C(CC#N)N2C=C(C=N2)C3=C4C=CNC4=NC=N3. Drug 2: C1=CC=C(C=C1)NC(=O)CCCCCCC(=O)NO. Cell line: U251. Synergy scores: CSS=3.14, Synergy_ZIP=-5.28, Synergy_Bliss=-8.56, Synergy_Loewe=-23.2, Synergy_HSA=-8.83. (4) Drug 1: CC1=C(C=C(C=C1)NC2=NC=CC(=N2)N(C)C3=CC4=NN(C(=C4C=C3)C)C)S(=O)(=O)N.Cl. Drug 2: CCC1(C2=C(COC1=O)C(=O)N3CC4=CC5=C(C=CC(=C5CN(C)C)O)N=C4C3=C2)O.Cl. Cell line: HS 578T. Synergy scores: CSS=14.9, Synergy_ZIP=6.51, Synergy_Bliss=15.3, Synergy_Loewe=2.77, Synergy_HSA=12.0. (5) Drug 1: CC(CN1CC(=O)NC(=O)C1)N2CC(=O)NC(=O)C2. Drug 2: C(CCl)NC(=O)N(CCCl)N=O. Cell line: CAKI-1. Synergy scores: CSS=30.3, Synergy_ZIP=-6.89, Synergy_Bliss=-0.273, Synergy_Loewe=-2.65, Synergy_HSA=0.0677. (6) Drug 1: COC1=CC(=CC(=C1O)OC)C2C3C(COC3=O)C(C4=CC5=C(C=C24)OCO5)OC6C(C(C7C(O6)COC(O7)C8=CC=CS8)O)O. Drug 2: CC12CCC3C(C1CCC2OP(=O)(O)O)CCC4=C3C=CC(=C4)OC(=O)N(CCCl)CCCl.[Na+]. Cell line: SN12C. Synergy scores: CSS=39.6, Synergy_ZIP=-7.18, Synergy_Bliss=-1.89, Synergy_Loewe=-0.715, Synergy_HSA=0.277. (7) Drug 1: C1CN(CCN1C(=O)CCBr)C(=O)CCBr. Drug 2: C(CCl)NC(=O)N(CCCl)N=O. Cell line: K-562. Synergy scores: CSS=20.0, Synergy_ZIP=-7.98, Synergy_Bliss=-3.43, Synergy_Loewe=-15.6, Synergy_HSA=-3.92. (8) Drug 1: C1CCC(C1)C(CC#N)N2C=C(C=N2)C3=C4C=CNC4=NC=N3. Drug 2: COCCOC1=C(C=C2C(=C1)C(=NC=N2)NC3=CC=CC(=C3)C#C)OCCOC.Cl. Cell line: UACC62. Synergy scores: CSS=0.652, Synergy_ZIP=3.55, Synergy_Bliss=4.25, Synergy_Loewe=-8.95, Synergy_HSA=-5.22. (9) Drug 1: CC1=C(C=C(C=C1)C(=O)NC2=CC(=CC(=C2)C(F)(F)F)N3C=C(N=C3)C)NC4=NC=CC(=N4)C5=CN=CC=C5. Drug 2: CC1=C2C(C(=O)C3(C(CC4C(C3C(C(C2(C)C)(CC1OC(=O)C(C(C5=CC=CC=C5)NC(=O)OC(C)(C)C)O)O)OC(=O)C6=CC=CC=C6)(CO4)OC(=O)C)O)C)O. Cell line: SF-295. Synergy scores: CSS=-1.76, Synergy_ZIP=-1.16, Synergy_Bliss=-3.42, Synergy_Loewe=-4.03, Synergy_HSA=-4.00.